This data is from Forward reaction prediction with 1.9M reactions from USPTO patents (1976-2016). The task is: Predict the product of the given reaction. (1) The product is: [CH2:1]([O:3][C:4](=[O:12])[C:5]1[CH:10]=[CH:9][C:8]([OH:11])=[C:7]([Br:19])[CH:6]=1)[CH3:2]. Given the reactants [CH2:1]([O:3][C:4](=[O:12])[C:5]1[CH:10]=[CH:9][C:8]([OH:11])=[CH:7][CH:6]=1)[CH3:2].[H+].[B-](F)(F)(F)F.[Br:19]N1C(=O)CCC1=O, predict the reaction product. (2) Given the reactants [CH3:1][O:2][C:3]1[CH:22]=[CH:21][C:6]([CH2:7][C@@H:8]2[C:12]3=[N:13][C:14]4[CH:19]=[CH:18][CH:17]=[CH:16][C:15]=4[N:11]3[C:10](=[O:20])[NH:9]2)=[CH:5][CH:4]=1.[CH:23]12[CH2:30][CH2:29][CH:26]([NH:27][CH2:28]1)[CH2:25][N:24]2[C:31]([O:33][C:34]([CH3:37])([CH3:36])[CH3:35])=[O:32].C(O)(C(F)(F)F)=O, predict the reaction product. The product is: [NH:11]1[C:15]2[CH:16]=[CH:17][CH:18]=[CH:19][C:14]=2[N:13]=[C:12]1[C@H:8]([NH:9][C:10]([N:27]1[CH2:28][CH:23]2[CH2:30][CH2:29][CH:26]1[CH2:25][N:24]2[C:31]([O:33][C:34]([CH3:37])([CH3:36])[CH3:35])=[O:32])=[O:20])[CH2:7][C:6]1[CH:21]=[CH:22][C:3]([O:2][CH3:1])=[CH:4][CH:5]=1. (3) Given the reactants Cl.Cl.[C:3]1([C@H:13]([NH:15][C@H:16]2[CH2:20][CH2:19][NH:18][CH2:17]2)[CH3:14])[C:12]2[C:7](=[CH:8][CH:9]=[CH:10][CH:11]=2)[CH:6]=[CH:5][CH:4]=1.Br[C:22]1[N:27]=[CH:26][CH:25]=[CH:24][N:23]=1.C(N(C(C)C)CC)(C)C, predict the reaction product. The product is: [C:3]1([C@H:13]([NH:15][C@H:16]2[CH2:20][CH2:19][N:18]([C:22]3[N:27]=[CH:26][CH:25]=[CH:24][N:23]=3)[CH2:17]2)[CH3:14])[C:12]2[C:7](=[CH:8][CH:9]=[CH:10][CH:11]=2)[CH:6]=[CH:5][CH:4]=1. (4) Given the reactants [NH2:1][C:2]1[N:11]=[CH:10][C:9]2[C:8](SC)=[N:7][CH:6]=[N:5][C:4]=2[CH:3]=1.[CH3:14][N:15]([CH3:23])[C:16]1[CH:21]=[CH:20][C:19]([NH2:22])=[CH:18][CH:17]=1, predict the reaction product. The product is: [NH2:1][C:2]1[N:11]=[CH:10][C:9]2[C:8]([NH:22][C:19]3[CH:20]=[CH:21][C:16]([N:15]([CH3:23])[CH3:14])=[CH:17][CH:18]=3)=[N:7][CH:6]=[N:5][C:4]=2[CH:3]=1. (5) Given the reactants [CH2:1]([O:4][C:5]1[CH:13]=[C:12]2[C:8]([CH:9]=[C:10]([CH2:15][O:16][Si:17]([C:20]([CH3:23])([CH3:22])[CH3:21])([CH3:19])[CH3:18])[N:11]2[CH3:14])=[CH:7][C:6]=1Br)[CH:2]=[CH2:3].[Li]CCCC.CN([CH:33]=[O:34])C, predict the reaction product. The product is: [CH2:1]([O:4][C:5]1[CH:13]=[C:12]2[C:8]([CH:9]=[C:10]([CH2:15][O:16][Si:17]([C:20]([CH3:23])([CH3:22])[CH3:21])([CH3:19])[CH3:18])[N:11]2[CH3:14])=[CH:7][C:6]=1[CH:33]=[O:34])[CH:2]=[CH2:3]. (6) Given the reactants [O:1]1[CH:5]=[CH:4][N:3]=[C:2]1[C:6]1[CH:11]=[CH:10][C:9]([N:12]2[CH2:17][CH2:16][CH2:15][CH:14]([NH:18][C@@H:19]3[CH2:24][CH2:23][CH2:22][CH2:21][C@H:20]3[NH:25]C(=O)OC(C)(C)C)[CH2:13]2)=[CH:8][CH:7]=1.O1C=CN=C1C1C=CC(N2CCCC2CN[C@@H]2CCCC[C@H]2NC(=O)OC(C)(C)C)=CC=1.FC(F)(F)C(O)=O, predict the reaction product. The product is: [O:1]1[CH:5]=[CH:4][N:3]=[C:2]1[C:6]1[CH:11]=[CH:10][C:9]([N:12]2[CH2:17][CH2:16][CH2:15][CH:14]([NH:18][C@@H:19]3[CH2:24][CH2:23][CH2:22][CH2:21][C@H:20]3[NH2:25])[CH2:13]2)=[CH:8][CH:7]=1. (7) Given the reactants [CH2:1]([O:8][C:9]([N:11]1[CH2:16][C@H:15]([NH:17][C:18]([O:20][C:21]([CH3:24])([CH3:23])[CH3:22])=[O:19])[CH2:14][C@H:13]([C:25]([OH:27])=[O:26])[CH2:12]1)=[O:10])[C:2]1[CH:7]=[CH:6][CH:5]=[CH:4][CH:3]=1.CO.[CH2:30](Cl)CCl.CC1C=CN=C(N)C=1C, predict the reaction product. The product is: [C:21]([O:20][C:18]([NH:17][C@H:15]1[CH2:16][N:11]([C:9]([O:8][CH2:1][C:2]2[CH:3]=[CH:4][CH:5]=[CH:6][CH:7]=2)=[O:10])[CH2:12][C@@H:13]([C:25]([O:27][CH3:30])=[O:26])[CH2:14]1)=[O:19])([CH3:23])([CH3:24])[CH3:22]. (8) Given the reactants [F:1][C:2]([F:21])([F:20])[C:3]1[CH:4]=[C:5]([C:9]2[S:10][C:11]3[C:16]([N:17]=2)=[C:15]([CH:18]=[O:19])[CH:14]=[CH:13][N:12]=3)[CH:6]=[CH:7][CH:8]=1.[OH:22]S(O)(=O)=O.[O-][Mn](=O)(=O)=O.[K+], predict the reaction product. The product is: [F:21][C:2]([F:20])([F:1])[C:3]1[CH:4]=[C:5]([C:9]2[S:10][C:11]3[C:16]([N:17]=2)=[C:15]([C:18]([OH:22])=[O:19])[CH:14]=[CH:13][N:12]=3)[CH:6]=[CH:7][CH:8]=1. (9) Given the reactants Br[C:2]1[C:3]([C:24]2[CH:29]=[CH:28][N:27]=[CH:26][CH:25]=2)=[C:4]([C:17]2[CH:22]=[CH:21][CH:20]=[C:19]([Cl:23])[CH:18]=2)[N:5]([Si](C(C)C)(C(C)C)C(C)C)[CH:6]=1.[C:30]1([C@H:36]2[CH2:44][N:43]3[C@H:38]([CH2:39][C:40](=O)[CH2:41][CH2:42]3)[CH2:37]2)[CH:35]=[CH:34][CH:33]=[CH:32][CH:31]=1.C(OCC)(=O)C.CO, predict the reaction product. The product is: [Cl:23][C:19]1[CH:18]=[C:17]([C:4]2[NH:5][CH:6]=[C:2]([C:40]3[CH2:41][CH2:42][N:43]4[C@H:38]([CH:39]=3)[CH2:37][C@@H:36]([C:30]3[CH:31]=[CH:32][CH:33]=[CH:34][CH:35]=3)[CH2:44]4)[C:3]=2[C:24]2[CH:29]=[CH:28][N:27]=[CH:26][CH:25]=2)[CH:22]=[CH:21][CH:20]=1. (10) Given the reactants [CH3:1][C:2]1[CH:10]=[C:9]2[C:5]([C:6]([C:11]3[N:12]=[C:13]4[C:19]([C:20]([OH:22])=O)=[CH:18][NH:17][C:14]4=[N:15][CH:16]=3)=[N:7][NH:8]2)=[CH:4][CH:3]=1.CCN=C=NCCCN(C)C.CCN(C(C)C)C(C)C.[NH2:43][C:44]([CH3:55])([CH3:54])[CH2:45][NH:46][C:47](=[O:53])[O:48][C:49]([CH3:52])([CH3:51])[CH3:50], predict the reaction product. The product is: [CH3:55][C:44]([NH:43][C:20]([C:19]1[C:13]2[C:14](=[N:15][CH:16]=[C:11]([C:6]3[C:5]4[C:9](=[CH:10][C:2]([CH3:1])=[CH:3][CH:4]=4)[NH:8][N:7]=3)[N:12]=2)[NH:17][CH:18]=1)=[O:22])([CH3:54])[CH2:45][NH:46][C:47](=[O:53])[O:48][C:49]([CH3:51])([CH3:50])[CH3:52].